Dataset: Peptide-MHC class I binding affinity with 185,985 pairs from IEDB/IMGT. Task: Regression. Given a peptide amino acid sequence and an MHC pseudo amino acid sequence, predict their binding affinity value. This is MHC class I binding data. The peptide sequence is YPPPRYITV. The MHC is HLA-A02:01 with pseudo-sequence HLA-A02:01. The binding affinity (normalized) is 0.568.